From a dataset of Full USPTO retrosynthesis dataset with 1.9M reactions from patents (1976-2016). Predict the reactants needed to synthesize the given product. (1) Given the product [O:3]=[C:4]1[C:13]([CH:14]2[CH2:15][CH2:16][N:17]([C:20]([O:22][C@@H:23]([C:43]3[O:47][NH:46][CH:45]([CH2:48][OH:49])[N:44]=3)[CH2:24][C:25]3[CH:33]=[C:32]([CH3:34])[C:31]4[C:27](=[CH:28][N:29]([CH2:35][O:36][CH2:37][CH2:38][Si:39]([CH3:40])([CH3:42])[CH3:41])[N:30]=4)[CH:26]=3)=[O:21])[CH2:18][CH2:19]2)=[CH:12][C:11]2[C:6](=[CH:7][CH:8]=[CH:9][CH:10]=2)[NH:5]1, predict the reactants needed to synthesize it. The reactants are: [BH4-].[Li+].[O:3]=[C:4]1[C:13]([CH:14]2[CH2:19][CH2:18][N:17]([C:20]([O:22][C@@H:23]([C:43]3[O:47][N:46]=[C:45]([C:48](OCC)=[O:49])[N:44]=3)[CH2:24][C:25]3[CH:33]=[C:32]([CH3:34])[C:31]4[C:27](=[CH:28][N:29]([CH2:35][O:36][CH2:37][CH2:38][Si:39]([CH3:42])([CH3:41])[CH3:40])[N:30]=4)[CH:26]=3)=[O:21])[CH2:16][CH2:15]2)=[CH:12][C:11]2[C:6](=[CH:7][CH:8]=[CH:9][CH:10]=2)[NH:5]1. (2) Given the product [CH2:1]([C:3]1[C:4]([NH:11][CH:12]2[C:20]3[C:15](=[CH:16][CH:17]=[CH:18][CH:19]=3)[CH2:14][CH2:13][CH2:22]2)=[N:5][C:6]([CH2:9][CH3:10])=[CH:7][N:8]=1)[CH3:2], predict the reactants needed to synthesize it. The reactants are: [CH2:1]([C:3]1[C:4]([NH:11][C@@H:12]2[C:20]3[C:15](=[CH:16][CH:17]=[CH:18][CH:19]=3)[CH2:14][C@@H:13]2O)=[N:5][C:6]([CH2:9][CH3:10])=[CH:7][N:8]=1)[CH3:2].[CH:22]1(N)C2C(=CC=CC=2)CCC1. (3) Given the product [CH:2]([C@@H:3]1[CH2:12][C:11]2[C:6](=[CH:7][CH:8]=[CH:9][CH:10]=2)[CH2:5][N:4]1[C:13](=[O:33])[C@@H:14]([NH:19][C:20](=[O:32])[C@@H:21]([N:23]([CH3:31])[C:24](=[O:30])[O:25][C:26]([CH3:29])([CH3:28])[CH3:27])[CH3:22])[C:15]([CH3:18])([CH3:17])[CH3:16])=[O:1], predict the reactants needed to synthesize it. The reactants are: [OH:1][CH2:2][C@@H:3]1[CH2:12][C:11]2[C:6](=[CH:7][CH:8]=[CH:9][CH:10]=2)[CH2:5][N:4]1[C:13](=[O:33])[C@@H:14]([NH:19][C:20](=[O:32])[C@@H:21]([N:23]([CH3:31])[C:24](=[O:30])[O:25][C:26]([CH3:29])([CH3:28])[CH3:27])[CH3:22])[C:15]([CH3:18])([CH3:17])[CH3:16].CC(OI1(OC(C)=O)(OC(C)=O)OC(=O)C2C=CC=CC1=2)=O. (4) Given the product [F:1][C:2]1[CH:7]=[C:6]([N:8]2[CH:13]=[CH:12][CH:11]=[CH:10][C:9]2=[O:14])[CH:5]=[CH:4][C:3]=1[NH:15][C:16]([N:18]1[CH2:22][CH:21]([N:23]([S:36]([CH3:35])(=[O:38])=[O:37])[CH3:24])[C@H:20]([CH2:25][NH:26][C:27]([C:29]2[S:30][C:31]([Cl:34])=[CH:32][CH:33]=2)=[O:28])[CH2:19]1)=[O:17], predict the reactants needed to synthesize it. The reactants are: [F:1][C:2]1[CH:7]=[C:6]([N:8]2[CH:13]=[CH:12][CH:11]=[CH:10][C:9]2=[O:14])[CH:5]=[CH:4][C:3]=1[NH:15][C:16]([N:18]1[CH2:22][CH:21]([NH:23][CH3:24])[C@H:20]([CH2:25][NH:26][C:27]([C:29]2[S:30][C:31]([Cl:34])=[CH:32][CH:33]=2)=[O:28])[CH2:19]1)=[O:17].[CH3:35][S:36](Cl)(=[O:38])=[O:37]. (5) The reactants are: [CH3:1][O:2][C:3]1[CH:19]=[CH:18][C:6]([CH2:7][N:8]2[N:12]=[N:11][C:10]([CH2:13][CH2:14][C:15]([OH:17])=[O:16])=[N:9]2)=[CH:5][CH:4]=1.[CH3:20]O. Given the product [CH3:1][O:2][C:3]1[CH:19]=[CH:18][C:6]([CH2:7][N:8]2[N:12]=[N:11][C:10]([CH2:13][CH2:14][C:15]([O:17][CH3:20])=[O:16])=[N:9]2)=[CH:5][CH:4]=1, predict the reactants needed to synthesize it.